From a dataset of Catalyst prediction with 721,799 reactions and 888 catalyst types from USPTO. Predict which catalyst facilitates the given reaction. Reactant: [Cl:1][C:2]1[CH:7]=[CH:6][C:5]([N:8](/[CH:15]=[CH:16]/[C:17](=O)[C:18]([F:21])([F:20])[F:19])[CH2:9][C:10]([O:12][CH2:13][CH3:14])=[O:11])=[CH:4][CH:3]=1.C1CCN2C(=NCCC2)CC1. Product: [Cl:1][C:2]1[CH:7]=[CH:6][C:5]([N:8]2[CH:15]=[CH:16][C:17]([C:18]([F:21])([F:20])[F:19])=[C:9]2[C:10]([O:12][CH2:13][CH3:14])=[O:11])=[CH:4][CH:3]=1. The catalyst class is: 25.